From a dataset of Forward reaction prediction with 1.9M reactions from USPTO patents (1976-2016). Predict the product of the given reaction. (1) Given the reactants [CH2:1]([C:3]1[CH:4]=[C:5]([C:9]2[C:14]([F:15])=[CH:13][CH:12]=[CH:11][C:10]=2[C:16]([CH:24]2[CH2:29][CH2:28][N:27](C(OCC3C=CC=CC=3)=O)[CH2:26][CH2:25]2)([OH:23])[CH2:17][CH2:18][CH2:19][CH2:20][O:21][CH3:22])[CH:6]=[CH:7][CH:8]=1)[CH3:2], predict the reaction product. The product is: [CH2:1]([C:3]1[CH:4]=[C:5]([C:9]2[C:14]([F:15])=[CH:13][CH:12]=[CH:11][C:10]=2[C:16]([CH:24]2[CH2:29][CH2:28][NH:27][CH2:26][CH2:25]2)([OH:23])[CH2:17][CH2:18][CH2:19][CH2:20][O:21][CH3:22])[CH:6]=[CH:7][CH:8]=1)[CH3:2]. (2) The product is: [Cl:18][C:19]1[CH:33]=[CH:32][C:22]2[C:23]([N:26]3[CH2:31][CH2:30][N:29]([CH2:2][CH2:3][CH2:4][CH2:5][O:6][C:7]4[CH:16]=[C:15]5[C:10]([CH2:11][CH2:12][C:13](=[O:17])[NH:14]5)=[CH:9][CH:8]=4)[CH2:28][CH2:27]3)=[N:24][O:25][C:21]=2[CH:20]=1. Given the reactants Cl[CH2:2][CH2:3][CH2:4][CH2:5][O:6][C:7]1[CH:16]=[C:15]2[C:10]([CH2:11][CH2:12][C:13](=[O:17])[NH:14]2)=[CH:9][CH:8]=1.[Cl:18][C:19]1[CH:33]=[CH:32][C:22]2[C:23]([N:26]3[CH2:31][CH2:30][NH:29][CH2:28][CH2:27]3)=[N:24][O:25][C:21]=2[CH:20]=1.C(=O)([O-])[O-].[K+].[K+].CN(C=O)C, predict the reaction product. (3) The product is: [CH3:22][O:21][C:19](=[O:20])[CH2:18][NH:16][C:17]1[N:3]2[CH:4]=[CH:5][CH:6]=[C:7]([O:8][CH2:9][C:10]3[CH:11]=[CH:12][CH:13]=[CH:14][CH:15]=3)[C:2]2=[N:1][C:28]=1[C:27]1[CH:30]=[C:31]([O:33][CH3:34])[CH:32]=[C:25]([O:24][CH3:23])[CH:26]=1. Given the reactants [NH2:1][C:2]1[C:7]([O:8][CH2:9][C:10]2[CH:15]=[CH:14][CH:13]=[CH:12][CH:11]=2)=[CH:6][CH:5]=[CH:4][N:3]=1.[N+:16]([CH2:18][C:19]([O:21][CH3:22])=[O:20])#[C-:17].[CH3:23][O:24][C:25]1[CH:26]=[C:27]([CH:30]=[C:31]([O:33][CH3:34])[CH:32]=1)[CH:28]=O, predict the reaction product. (4) Given the reactants C[O:2][C:3]1[CH:4]=[C:5]([S:9][C:10]2[C:18]3[C:17]([NH:19][C@H:20]([C:22]4[N:27]([C:28]5[CH:33]=[CH:32][CH:31]=[CH:30][CH:29]=5)[C:26](=[O:34])[C:25]5=[C:35]([CH3:38])[CH:36]=[CH:37][N:24]5[N:23]=4)[CH3:21])=[N:16][CH:15]=[N:14][C:13]=3[N:12](COCC[Si](C)(C)C)[CH:11]=2)[CH:6]=[CH:7][CH:8]=1.B(Br)(Br)Br.N, predict the reaction product. The product is: [OH:2][C:3]1[CH:4]=[C:5]([S:9][C:10]2[C:18]3[C:17]([NH:19][C@H:20]([C:22]4[N:27]([C:28]5[CH:33]=[CH:32][CH:31]=[CH:30][CH:29]=5)[C:26](=[O:34])[C:25]5=[C:35]([CH3:38])[CH:36]=[CH:37][N:24]5[N:23]=4)[CH3:21])=[N:16][CH:15]=[N:14][C:13]=3[NH:12][CH:11]=2)[CH:6]=[CH:7][CH:8]=1. (5) Given the reactants [O:1]=[C:2]1[N:11]([CH:12]2[CH2:17][CH2:16][N:15]([C:18]([NH:20][C@H:21]([CH2:25][C:26]3[CH:27]=[C:28]4[C:32](=[CH:33][CH:34]=3)[N:31](S(CC[Si](C)(C)C)(=O)=O)N=C4)[C:22]([OH:24])=[O:23])=[O:19])[CH2:14][CH2:13]2)[CH2:10][C:9]2[C:4](=[CH:5][CH:6]=[CH:7][CH:8]=2)[NH:3]1.[OH-:44].[Li+].CO.[O:48]1[CH2:52]CCC1.O, predict the reaction product. The product is: [O:44]=[C:52]1[NH:31][C:32]2[CH:33]=[CH:34][C:26]([CH2:25][C@@H:21]([NH:20][C:18]([N:15]3[CH2:16][CH2:17][CH:12]([N:11]4[CH2:10][C:9]5[C:4](=[CH:5][CH:6]=[CH:7][CH:8]=5)[NH:3][C:2]4=[O:1])[CH2:13][CH2:14]3)=[O:19])[C:22]([OH:24])=[O:23])=[CH:27][C:28]=2[O:48]1.